This data is from hERG Central: cardiac toxicity at 1µM, 10µM, and general inhibition. The task is: Predict hERG channel inhibition at various concentrations. (1) The drug is C[C@@H](C(=O)NCc1ccc(S(C)(=O)=O)cc1)[C@@H]1C[C@@]1(C)[C@@H](NC(=O)OCc1ccccc1)c1ccccc1. Results: hERG_inhib (hERG inhibition (general)): blocker. (2) The compound is Cc1ccc(NS(=O)(=O)c2c(C)noc2C)cc1. Results: hERG_inhib (hERG inhibition (general)): blocker. (3) The drug is CCOC(=O)C1(Cc2cccc(OC)c2)CCN(Cc2ccccc2OC)CC1. Results: hERG_inhib (hERG inhibition (general)): blocker. (4) The molecule is O=C(Cc1csc(NC(=O)Nc2cccc(Cl)c2)n1)NCc1cccnc1. Results: hERG_inhib (hERG inhibition (general)): blocker. (5) The molecule is COc1ccc(CN2CCC(n3nccc3NC(=O)CCCc3ccccc3)CC2)cc1C. Results: hERG_inhib (hERG inhibition (general)): blocker. (6) The molecule is CCc1ccc(CN2CCCC(CNC(=O)c3cccc(OC)c3OC)C2)cc1. Results: hERG_inhib (hERG inhibition (general)): blocker. (7) The compound is O=c1c2ccccc2nnn1CSc1nnc(-c2cccs2)n1Cc1ccccc1. Results: hERG_inhib (hERG inhibition (general)): blocker.